Dataset: Orexin1 receptor HTS with 218,158 compounds and 233 confirmed actives. Task: Binary Classification. Given a drug SMILES string, predict its activity (active/inactive) in a high-throughput screening assay against a specified biological target. (1) The compound is O1C(C(OC(=O)c2ccccc2)CC1n1ccc(nc1=O)NC(=O)c1ccccc1)CO. The result is 0 (inactive). (2) The molecule is Brc1ccc(N(S(=O)(=O)c2ccc(cc2)C)C2CS(=O)(=O)C=C2)cc1. The result is 0 (inactive).